Dataset: Reaction yield outcomes from USPTO patents with 853,638 reactions. Task: Predict the reaction yield, written as a fraction of the theoretical maximum amount of product (1.0 means a 100% yield; for example, 0.34 means a 34% yield). The reactants are [I:1][C:2]1[CH:7]=[CH:6][CH:5]=[CH:4][C:3]=1[OH:8].C([O-])([O-])=O.[K+].[K+].Br[CH2:16][C:17]([O:19][CH2:20][CH3:21])=[O:18]. The catalyst is CC#N. The product is [I:1][C:2]1[CH:7]=[CH:6][CH:5]=[CH:4][C:3]=1[O:8][CH2:16][C:17]([O:19][CH2:20][CH3:21])=[O:18]. The yield is 0.790.